The task is: Predict which catalyst facilitates the given reaction.. This data is from Catalyst prediction with 721,799 reactions and 888 catalyst types from USPTO. (1) Reactant: C[Si]([N-][Si](C)(C)C)(C)C.[Li+].[CH3:11][C:12]1[CH:25]=[CH:24][CH:23]=[CH:22][C:13]=1[C:14]([NH:16][C:17]1[CH:21]=[CH:20][NH:19][N:18]=1)=[O:15].[F:26][C:27]1[CH:34]=[CH:33][CH:32]=[C:31]([C:35]([F:38])([F:37])[F:36])[C:28]=1[CH2:29]Br. Product: [F:26][C:27]1[CH:34]=[CH:33][CH:32]=[C:31]([C:35]([F:36])([F:37])[F:38])[C:28]=1[CH2:29][N:19]1[CH:20]=[CH:21][C:17]([NH:16][C:14](=[O:15])[C:13]2[CH:22]=[CH:23][CH:24]=[CH:25][C:12]=2[CH3:11])=[N:18]1. The catalyst class is: 774. (2) Reactant: S(=O)(=O)(O)O.N([O-])=O.[Na+].[PH2](O)=O.N[C:14]1[C:19]([Cl:20])=[C:18]([C:21]([O:23][CH3:24])=[O:22])[C:17]([Cl:25])=[CH:16][C:15]=1[C:26]([O:28][CH3:29])=[O:27].N. Product: [Cl:20][C:19]1[CH:14]=[C:15]([C:26]([O:28][CH3:29])=[O:27])[CH:16]=[C:17]([Cl:25])[C:18]=1[C:21]([O:23][CH3:24])=[O:22]. The catalyst class is: 15. (3) Reactant: CC([N:5]([C@H:9]1[CH2:14][CH2:13][CH2:12][CH2:11][C@H:10]1[CH2:15][OH:16])[C:6](=[O:8])[O-:7])(C)C.Cl.N[C@H:19]1CC[C@H](C2C=CC=CC=2)[CH2:21][C@H:20]1[CH2:31]O.C(OC(OC(C)(C)C)=O)(OC(C)(C)C)=O.C(N(CC)CC)C. The catalyst class is: 5. Product: [OH:16][CH2:15][C@@H:10]1[CH2:11][CH2:12][CH2:13][CH2:14][C@@H:9]1[NH:5][C:6](=[O:8])[O:7][C:20]([CH3:31])([CH3:21])[CH3:19]. (4) Reactant: [C:1]([C:5]1[CH:10]=[CH:9][C:8]([CH2:11][CH2:12][O:13][C:14]2[C:23]3[C:18](=[CH:19][CH:20]=[CH:21][CH:22]=3)[N:17]=[C:16](OS(C(F)(F)F)(=O)=O)[N:15]=2)=[CH:7][CH:6]=1)([CH3:4])([CH3:3])[CH3:2].[F-:32].C([N+](CCCC)(CCCC)CCCC)CCC. Product: [C:1]([C:5]1[CH:10]=[CH:9][C:8]([CH2:11][CH2:12][O:13][C:14]2[C:23]3[C:18](=[CH:19][CH:20]=[CH:21][CH:22]=3)[N:17]=[C:16]([F:32])[N:15]=2)=[CH:7][CH:6]=1)([CH3:3])([CH3:2])[CH3:4]. The catalyst class is: 6. (5) Reactant: C(OC([N:8]1[CH2:13][C@H:12]([C:14](=[O:34])[N:15]([CH:31]2[CH2:33][CH2:32]2)[CH2:16][C:17]2[CH:22]=[C:21]([O:23][CH2:24][CH2:25][CH2:26][O:27][CH3:28])[CH:20]=[C:19]([O:29][CH3:30])[CH:18]=2)[CH2:11][C@H:10]([NH2:35])[CH2:9]1)=O)(C)(C)C.CCN(C(C)C)C(C)C.[Cl:45][C:46]1[CH:51]=[C:50](Cl)[N:49]=[CH:48][N:47]=1. Product: [CH:31]1([N:15]([CH2:16][C:17]2[CH:22]=[C:21]([O:23][CH2:24][CH2:25][CH2:26][O:27][CH3:28])[CH:20]=[C:19]([O:29][CH3:30])[CH:18]=2)[C:14]([C@@H:12]2[CH2:11][C@H:10]([NH:35][C:50]3[CH:51]=[C:46]([Cl:45])[N:47]=[CH:48][N:49]=3)[CH2:9][NH:8][CH2:13]2)=[O:34])[CH2:32][CH2:33]1. The catalyst class is: 3. (6) Reactant: [CH2:1]([O:3][C@@H:4]([CH2:10][C:11]1[CH:16]=[CH:15][C:14]([O:17][CH2:18][CH2:19][CH2:20][CH2:21][C:22]2[CH:27]=[CH:26][C:25]([N+:28]([O-:30])=[O:29])=[CH:24][CH:23]=2)=[CH:13][CH:12]=1)[C:5]([O:7]CC)=[O:6])[CH3:2].[OH-].[Li+]. Product: [CH2:1]([O:3][C@@H:4]([CH2:10][C:11]1[CH:16]=[CH:15][C:14]([O:17][CH2:18][CH2:19][CH2:20][CH2:21][C:22]2[CH:23]=[CH:24][C:25]([N+:28]([O-:30])=[O:29])=[CH:26][CH:27]=2)=[CH:13][CH:12]=1)[C:5]([OH:7])=[O:6])[CH3:2]. The catalyst class is: 20. (7) Reactant: [C:1]([O:4][CH2:5][C:6]([CH3:36])([CH3:35])[CH2:7][N:8]1[C:14]2[CH:15]=[CH:16][C:17]([Cl:19])=[CH:18][C:13]=2[C@@H:12]([C:20]2[CH:25]=[CH:24][CH:23]=[C:22]([O:26][CH3:27])[C:21]=2[O:28][CH3:29])[O:11][C@H:10]([CH2:30][C:31]([NH2:33])=O)[C:9]1=[O:34])(=[O:3])[CH3:2].COC1C=CC(P2(SP(C3C=CC(OC)=CC=3)(=S)S2)=[S:46])=CC=1.C(=O)([O-])O.[Na+]. Product: [C:1]([O:4][CH2:5][C:6]([CH3:36])([CH3:35])[CH2:7][N:8]1[C:14]2[CH:15]=[CH:16][C:17]([Cl:19])=[CH:18][C:13]=2[C@@H:12]([C:20]2[CH:25]=[CH:24][CH:23]=[C:22]([O:26][CH3:27])[C:21]=2[O:28][CH3:29])[O:11][C@H:10]([CH2:30][C:31]([NH2:33])=[S:46])[C:9]1=[O:34])(=[O:3])[CH3:2]. The catalyst class is: 1.